Dataset: Full USPTO retrosynthesis dataset with 1.9M reactions from patents (1976-2016). Task: Predict the reactants needed to synthesize the given product. (1) Given the product [F:1][C:2]1[CH:7]=[C:6]([S:8]([CH3:11])(=[O:9])=[O:10])[CH:5]=[CH:4][C:3]=1[OH:12], predict the reactants needed to synthesize it. The reactants are: [F:1][C:2]1[CH:7]=[C:6]([S:8]([CH3:11])(=[O:10])=[O:9])[CH:5]=[CH:4][C:3]=1[O:12]C. (2) Given the product [NH2:1][C:2]1[C:7]([Cl:8])=[C:6]([C:9]([O:11][CH3:12])=[O:10])[N:5]=[C:4]([C:13]2[CH:14]=[N:15][C:16]([I:29])=[CH:17][CH:18]=2)[C:3]=1[F:20], predict the reactants needed to synthesize it. The reactants are: [NH2:1][C:2]1[C:7]([Cl:8])=[C:6]([C:9]([O:11][CH3:12])=[O:10])[N:5]=[C:4]([C:13]2[CH:14]=[N:15][C:16](Cl)=[CH:17][CH:18]=2)[C:3]=1[F:20].C[Sn](C)C.C[Sn](C)C.[I:29]I.[O-]S([O-])=O.[Na+].[Na+]. (3) Given the product [OH:58][C@@:51]1([CH2:50][NH:49][C:11]([C:10]2[C:3]3[C:4](=[N:5][CH:6]=[CH:7][C:2]=3[Cl:1])[N:8]([CH:14]3[CH2:17][O:16][CH2:15]3)[CH:9]=2)=[O:13])[CH2:56][CH2:55][CH2:54][C@H:53]([CH3:57])[CH2:52]1, predict the reactants needed to synthesize it. The reactants are: [Cl:1][C:2]1[CH:7]=[CH:6][N:5]=[C:4]2[N:8]([CH:14]3[CH2:17][O:16][CH2:15]3)[CH:9]=[C:10]([C:11]([OH:13])=O)[C:3]=12.CCN(CC)CC.CN(C(ON1N=NC2C=CC=NC1=2)=[N+](C)C)C.F[P-](F)(F)(F)(F)F.[NH2:49][CH2:50][C@:51]1([OH:58])[CH2:56][CH2:55][CH2:54][C@H:53]([CH3:57])[CH2:52]1. (4) Given the product [F:33][C:27]1[CH:28]=[CH:29][C:30]([F:32])=[CH:31][C:26]=1[S:23]([N:22]([C:18]1[CH:19]=[CH:20][CH:21]=[C:16]([C:3]2[C:2]([C:46]3[CH:51]=[CH:50][N:49]=[CH:48][CH:47]=3)=[CH:6][N:5]([CH2:7][CH2:8][O:9][CH:10]3[CH2:15][CH2:14][CH2:13][CH2:12][O:11]3)[N:4]=2)[C:17]=1[F:37])[CH2:34][O:35][CH3:36])(=[O:25])=[O:24], predict the reactants needed to synthesize it. The reactants are: Br[C:2]1[C:3]([C:16]2[C:17]([F:37])=[C:18]([N:22]([CH2:34][O:35][CH3:36])[S:23]([C:26]3[CH:31]=[C:30]([F:32])[CH:29]=[CH:28][C:27]=3[F:33])(=[O:25])=[O:24])[CH:19]=[CH:20][CH:21]=2)=[N:4][N:5]([CH2:7][CH2:8][O:9][CH:10]2[CH2:15][CH2:14][CH2:13][CH2:12][O:11]2)[CH:6]=1.CC1(C)C(C)(C)OB([C:46]2[CH:51]=[CH:50][N:49]=[CH:48][CH:47]=2)O1.C(=O)([O-])[O-].[Cs+].[Cs+].C(Cl)Cl. (5) Given the product [CH3:11][C:7]1[C:6]2[C:10](=[C:2]([NH2:13])[CH:3]=[C:4]([F:12])[CH:5]=2)[NH:9][CH:8]=1, predict the reactants needed to synthesize it. The reactants are: Br[C:2]1[CH:3]=[C:4]([F:12])[CH:5]=[C:6]2[C:10]=1[NH:9][CH:8]=[C:7]2[CH3:11].[NH3:13]. (6) Given the product [CH2:62]([O:69][C:70](=[O:78])[CH2:71][C@@H:72]([NH:77][C:38](=[O:39])[CH2:37][CH2:36][CH2:35][CH2:34][CH2:33][CH2:32][CH2:31][CH2:30][CH2:29][CH2:28][O:21][C:22]1[CH:27]=[CH:26][CH:25]=[CH:24][CH:23]=1)[CH2:73][N:74]([CH3:75])[CH3:76])[C:63]1[CH:68]=[CH:67][CH:66]=[CH:65][CH:64]=1, predict the reactants needed to synthesize it. The reactants are: C1(O)C=CC=CC=1.BrCCCCCCCCCCCO.[O:21]([CH2:28][CH2:29][CH2:30][CH2:31][CH2:32][CH2:33][CH2:34][CH2:35][CH2:36][CH2:37][CH2:38][OH:39])[C:22]1[CH:27]=[CH:26][CH:25]=[CH:24][CH:23]=1.O(CCCCCCCCCCC(O)=O)C1C=CC=CC=1.Cl.Cl.[CH2:62]([O:69][C:70](=[O:78])[CH2:71][C@@H:72]([NH2:77])[CH2:73][N:74]([CH3:76])[CH3:75])[C:63]1[CH:68]=[CH:67][CH:66]=[CH:65][CH:64]=1. (7) Given the product [C:31]([O:35][C:36]([NH:38][C@@H:39]([C:41]1[C:42]([F:70])=[C:43]([C:2]2[CH:23]=[C:22]([N:24]([CH2:27][CH:28]3[CH2:30][CH2:29]3)[CH2:25][CH3:26])[CH:21]=[C:4]([CH2:5][O:6][C:7]3[CH:12]=[CH:11][CH:10]=[CH:9][C:8]=3[CH2:13][C:14]([O:16][C:17]([CH3:20])([CH3:18])[CH3:19])=[O:15])[CH:3]=2)[CH:44]=[CH:45][CH:46]=1)[CH3:40])=[O:37])([CH3:32])([CH3:33])[CH3:34], predict the reactants needed to synthesize it. The reactants are: Cl[C:2]1[CH:3]=[C:4]([CH:21]=[C:22]([N:24]([CH2:27][CH:28]2[CH2:30][CH2:29]2)[CH2:25][CH3:26])[CH:23]=1)[CH2:5][O:6][C:7]1[CH:12]=[CH:11][CH:10]=[CH:9][C:8]=1[CH2:13][C:14]([O:16][C:17]([CH3:20])([CH3:19])[CH3:18])=[O:15].[C:31]([O:35][C:36]([NH:38][C@@H:39]([C:41]1[C:42]([F:70])=[C:43](C2C=C(O)C=C(COC3C=CC=CC=3CC(OC(C)(C)C)=O)C=2)[CH:44]=[CH:45][CH:46]=1)[CH3:40])=[O:37])([CH3:34])([CH3:33])[CH3:32]. (8) The reactants are: Cl.[CH3:2][N:3]1[C:11]([CH3:12])=[C:6]2[CH2:7][NH:8][CH2:9][CH2:10][C:5]2=[N:4]1.C([O-])([O-])=O.[K+].[K+].Br[CH2:20][CH2:21][CH2:22][Cl:23]. Given the product [Cl:23][CH2:22][CH2:21][CH2:20][N:8]1[CH2:9][CH2:10][C:5]2=[N:4][N:3]([CH3:2])[C:11]([CH3:12])=[C:6]2[CH2:7]1, predict the reactants needed to synthesize it. (9) Given the product [CH2:1]([C:4]1[C:13]([N:14]([C@H:17]2[CH2:18][CH2:19][C@H:20]([NH:23][C:24]([O:26][C:27]([CH3:28])([CH3:30])[CH3:29])=[O:25])[CH2:21][CH2:22]2)[CH2:15][CH3:16])=[CH:12][CH:11]=[CH:10][C:5]=1[C:6]([OH:8])=[O:7])[CH:2]=[CH2:3], predict the reactants needed to synthesize it. The reactants are: [CH2:1]([C:4]1[C:13]([N:14]([C@H:17]2[CH2:22][CH2:21][C@H:20]([NH:23][C:24]([O:26][C:27]([CH3:30])([CH3:29])[CH3:28])=[O:25])[CH2:19][CH2:18]2)[CH2:15][CH3:16])=[CH:12][CH:11]=[CH:10][C:5]=1[C:6]([O:8]C)=[O:7])[CH:2]=[CH2:3].[OH-].[Na+].Cl.